This data is from Peptide-MHC class I binding affinity with 185,985 pairs from IEDB/IMGT. The task is: Regression. Given a peptide amino acid sequence and an MHC pseudo amino acid sequence, predict their binding affinity value. This is MHC class I binding data. (1) The peptide sequence is STLERTSKASLER. The binding affinity (normalized) is 0. The MHC is HLA-A02:06 with pseudo-sequence HLA-A02:06. (2) The peptide sequence is LPSLIKTILA. The MHC is HLA-B35:01 with pseudo-sequence HLA-B35:01. The binding affinity (normalized) is 0.287.